From a dataset of Forward reaction prediction with 1.9M reactions from USPTO patents (1976-2016). Predict the product of the given reaction. (1) Given the reactants [C:1]([N:5]1[C:9]([C:10]2[CH:15]=[CH:14][CH:13]=[CH:12][CH:11]=2)=[CH:8][C:7]([CH2:16][CH2:17][CH:18]=O)=[N:6]1)([CH3:4])([CH3:3])[CH3:2].[CH3:20][O:21][C:22]1[CH:27]=[CH:26][C:25]([N:28]2[CH2:33][CH2:32][NH:31][CH2:30][CH2:29]2)=[CH:24][CH:23]=1.CCN(C(C)C)C(C)C.[BH-](OC(C)=O)(OC(C)=O)OC(C)=O.[Na+], predict the reaction product. The product is: [C:1]([N:5]1[C:9]([C:10]2[CH:15]=[CH:14][CH:13]=[CH:12][CH:11]=2)=[CH:8][C:7]([CH2:16][CH2:17][CH2:18][N:31]2[CH2:32][CH2:33][N:28]([C:25]3[CH:24]=[CH:23][C:22]([O:21][CH3:20])=[CH:27][CH:26]=3)[CH2:29][CH2:30]2)=[N:6]1)([CH3:4])([CH3:3])[CH3:2]. (2) Given the reactants [C:1]([C:5]1[N:6]=[C:7]([NH:10][C:11]([C:13]2[CH:49]=[CH:48][N:16]3[C:17](=[O:47])[C:18](/[CH:38]=[CH:39]/[C:40]([O:42]C(C)(C)C)=[O:41])=[C:19]([N:21]4[CH2:26][CH2:25][CH2:24][C@@H:23]([O:27][C:28]([NH:30][CH2:31][CH2:32][N:33]5[CH2:37][CH2:36][CH2:35][CH2:34]5)=[O:29])[CH2:22]4)[N:20]=[C:15]3[CH:14]=2)=[O:12])[S:8][CH:9]=1)([CH3:4])([CH3:3])[CH3:2], predict the reaction product. The product is: [C:1]([C:5]1[N:6]=[C:7]([NH:10][C:11]([C:13]2[CH:49]=[CH:48][N:16]3[C:17](=[O:47])[C:18](/[CH:38]=[CH:39]/[C:40]([OH:42])=[O:41])=[C:19]([N:21]4[CH2:26][CH2:25][CH2:24][C@@H:23]([O:27][C:28]([NH:30][CH2:31][CH2:32][N:33]5[CH2:37][CH2:36][CH2:35][CH2:34]5)=[O:29])[CH2:22]4)[N:20]=[C:15]3[CH:14]=2)=[O:12])[S:8][CH:9]=1)([CH3:4])([CH3:2])[CH3:3]. (3) The product is: [Cl:1][C:2]1[CH:3]=[C:4]([CH2:8][CH2:9][C:10]2[CH:11]=[CH:12][C:13]([N:16]3[C:21](=[O:22])[CH2:20][CH:18]([C:17]([OH:25])=[O:24])[CH2:19]3)=[CH:14][CH:15]=2)[CH:5]=[CH:6][CH:7]=1. Given the reactants [Cl:1][C:2]1[CH:3]=[C:4]([CH2:8][CH2:9][C:10]2[CH:15]=[CH:14][C:13]([NH2:16])=[CH:12][CH:11]=2)[CH:5]=[CH:6][CH:7]=1.[C:17]([OH:25])(=[O:24])[C:18]([CH2:20][C:21](O)=[O:22])=[CH2:19], predict the reaction product. (4) Given the reactants CON(C)[C:4]([C:6]1[N:7]=[CH:8][N:9]([C:11]2[CH:12]=[C:13]([C:17]3[CH:22]=[CH:21][CH:20]=[CH:19][C:18]=3[O:23][C:24]([F:27])([F:26])[F:25])[CH:14]=[CH:15][CH:16]=2)[CH:10]=1)=[O:5].Br[C:30]1[CH:35]=[CH:34][CH:33]=[C:32]([F:36])[CH:31]=1, predict the reaction product. The product is: [F:36][C:32]1[CH:31]=[C:30]([C:4]([C:6]2[N:7]=[CH:8][N:9]([C:11]3[CH:12]=[C:13]([C:17]4[CH:22]=[CH:21][CH:20]=[CH:19][C:18]=4[O:23][C:24]([F:26])([F:27])[F:25])[CH:14]=[CH:15][CH:16]=3)[CH:10]=2)=[O:5])[CH:35]=[CH:34][CH:33]=1. (5) Given the reactants [Cl:1][C:2]1[CH:7]=[CH:6][CH:5]=[CH:4][C:3]=1[C:8](=[O:17])[CH2:9][C:10]1[CH:15]=[CH:14][C:13]([Cl:16])=[CH:12][CH:11]=1.CO[CH:20](OC)[N:21]([CH3:23])[CH3:22].C(CC(N)=O)#N.[H-].[Na+], predict the reaction product. The product is: [Cl:1][C:2]1[CH:7]=[CH:6][CH:5]=[CH:4][C:3]=1[C:8](=[O:17])[C:9]([C:10]1[CH:11]=[CH:12][C:13]([Cl:16])=[CH:14][CH:15]=1)=[CH:20][N:21]([CH3:23])[CH3:22].